This data is from Forward reaction prediction with 1.9M reactions from USPTO patents (1976-2016). The task is: Predict the product of the given reaction. (1) Given the reactants [CH3:1][C:2]1[CH:7]=[C:6]([CH3:8])[N:5]2[N:9]=[C:10]([OH:18])[C:11]([C:12]3[CH:17]=[CH:16][CH:15]=[CH:14][CH:13]=3)=[C:4]2[N:3]=1.C(N(CC)CC)C.[F:26][C:27]([F:40])([F:39])[S:28](O[S:28]([C:27]([F:40])([F:39])[F:26])(=[O:30])=[O:29])(=[O:30])=[O:29].O, predict the reaction product. The product is: [F:26][C:27]([F:40])([F:39])[S:28]([O:18][C:10]1[C:11]([C:12]2[CH:13]=[CH:14][CH:15]=[CH:16][CH:17]=2)=[C:4]2[N:3]=[C:2]([CH3:1])[CH:7]=[C:6]([CH3:8])[N:5]2[N:9]=1)(=[O:30])=[O:29]. (2) Given the reactants C(=O)([O-])[O-].[K+].[K+].[NH:7]1[CH2:12][CH2:11][O:10][CH2:9][CH2:8]1.CN(C)C=O.Cl[CH2:19][CH2:20][CH2:21][O:22][C:23]1[CH:28]=[CH:27][C:26]([C:29]2[CH:34]=[CH:33][C:32]([O:35][CH2:36][CH2:37][CH2:38][N:39]3[CH2:44][CH2:43][CH2:42][CH2:41][CH2:40]3)=[CH:31][CH:30]=2)=[CH:25][CH:24]=1, predict the reaction product. The product is: [N:39]1([CH2:38][CH2:37][CH2:36][O:35][C:32]2[CH:33]=[CH:34][C:29]([C:26]3[CH:27]=[CH:28][C:23]([O:22][CH2:21][CH2:20][CH2:19][N:7]4[CH2:12][CH2:11][O:10][CH2:9][CH2:8]4)=[CH:24][CH:25]=3)=[CH:30][CH:31]=2)[CH2:40][CH2:41][CH2:42][CH2:43][CH2:44]1. (3) The product is: [F:49][CH:14]([F:13])[O:15][C:16]1[CH:21]=[CH:20][CH:19]=[CH:18][C:17]=1[CH2:22][C:23]1[N:27]2[CH:28]=[C:29]([C:32]3[CH:33]=[N:34][C:35]([C:38]45[CH2:7][CH:43]4[CH2:42][CH:41]([C:44]([O:46][CH3:47])=[O:45])[CH2:40][CH2:39]5)=[N:36][CH:37]=3)[CH:30]=[CH:31][C:26]2=[N:25][C:24]=1[CH3:48]. Given the reactants [I-].C[S+](C)(C)=O.[CH3:7]C(C)([O-])C.[K+].[F:13][CH:14]([F:49])[O:15][C:16]1[CH:21]=[CH:20][CH:19]=[CH:18][C:17]=1[CH2:22][C:23]1[N:27]2[CH:28]=[C:29]([C:32]3[CH:33]=[N:34][C:35]([C:38]4[CH2:43][CH2:42][CH:41]([C:44]([O:46][CH3:47])=[O:45])[CH2:40][CH:39]=4)=[N:36][CH:37]=3)[CH:30]=[CH:31][C:26]2=[N:25][C:24]=1[CH3:48], predict the reaction product. (4) Given the reactants [C:1]([OH:10])(=O)[C:2]1[C:3](=[CH:5][CH:6]=[CH:7][CH:8]=1)[NH2:4].[NH2:11][C:12]1[CH:17]=[CH:16][C:15]([C:18]2([C:22]#[N:23])[CH2:21][CH2:20][CH2:19]2)=[CH:14][CH:13]=1.CCN=C=NCCCN(C)C.C1C=CC2N(O)N=NC=2C=1, predict the reaction product. The product is: [NH2:4][C:3]1[CH:5]=[CH:6][CH:7]=[CH:8][C:2]=1[C:1]([NH:11][C:12]1[CH:13]=[CH:14][C:15]([C:18]2([C:22]#[N:23])[CH2:21][CH2:20][CH2:19]2)=[CH:16][CH:17]=1)=[O:10]. (5) The product is: [CH3:18][C@@:12]1([C:7]2[CH:6]=[CH:5][C:4]3[C:9](=[CH:10][CH:11]=[C:2]([O:1][CH:27]4[CH2:26][CH2:25][CH:24]([CH2:19][CH2:20][CH2:21][CH2:22][CH3:23])[CH2:29][CH2:28]4)[CH:3]=3)[CH:8]=2)[CH2:16][O:15][C:14](=[O:17])[NH:13]1. Given the reactants [OH:1][C:2]1[CH:3]=[C:4]2[C:9](=[CH:10][CH:11]=1)[CH:8]=[C:7]([C@:12]1([CH3:18])[CH2:16][O:15][C:14](=[O:17])[NH:13]1)[CH:6]=[CH:5]2.[CH2:19]([CH:24]1[CH2:29][CH2:28][CH:27](O)[CH2:26][CH2:25]1)[CH2:20][CH2:21][CH2:22][CH3:23].O1CCCC1.C1(P(C2C=CC=CC=2)C2C=CC=CC=2)C=CC=CC=1.N(C(OC(C)C)=O)=NC(OC(C)C)=O, predict the reaction product. (6) Given the reactants Cl.[C:2]([O:6][C:7](=[O:33])[CH2:8][NH:9][C:10]1[C:15]([NH:16][C:17](OCC2C=CC=CC=2)=[O:18])=[CH:14][N:13]=[C:12]([C:27]2[CH:32]=[CH:31][CH:30]=[CH:29][CH:28]=2)[N:11]=1)([CH3:5])([CH3:4])[CH3:3].CC(C)([O-])C.[K+].O, predict the reaction product. The product is: [C:2]([O:6][C:7](=[O:33])[CH2:8][N:9]1[C:17](=[O:18])[NH:16][C:15]2[C:10]1=[N:11][C:12]([C:27]1[CH:32]=[CH:31][CH:30]=[CH:29][CH:28]=1)=[N:13][CH:14]=2)([CH3:5])([CH3:4])[CH3:3]. (7) Given the reactants [C:1]1([CH:7]([C:32]2[CH:37]=[CH:36][CH:35]=[CH:34][CH:33]=2)[CH2:8][CH2:9][NH:10][C:11]([C:13]2[CH:14]([C:25]3[CH:30]=[CH:29][CH:28]=[C:27]([Cl:31])[CH:26]=3)[NH:15][C:16](=[O:24])[NH:17][C:18]=2[CH2:19][O:20][CH2:21][CH2:22]Cl)=[O:12])[CH:6]=[CH:5][CH:4]=[CH:3][CH:2]=1.[N-:38]=[N+:39]=[N-:40].[Na+].[I-].[Na+], predict the reaction product. The product is: [C:32]1([CH:7]([C:1]2[CH:6]=[CH:5][CH:4]=[CH:3][CH:2]=2)[CH2:8][CH2:9][NH:10][C:11]([C:13]2[CH:14]([C:25]3[CH:30]=[CH:29][CH:28]=[C:27]([Cl:31])[CH:26]=3)[NH:15][C:16](=[O:24])[NH:17][C:18]=2[CH2:19][O:20][CH2:21][CH2:22][N:38]=[N+:39]=[N-:40])=[O:12])[CH:33]=[CH:34][CH:35]=[CH:36][CH:37]=1.